Dataset: Peptide-MHC class I binding affinity with 185,985 pairs from IEDB/IMGT. Task: Regression. Given a peptide amino acid sequence and an MHC pseudo amino acid sequence, predict their binding affinity value. This is MHC class I binding data. (1) The MHC is HLA-A23:01 with pseudo-sequence HLA-A23:01. The peptide sequence is LTDEQKNAV. The binding affinity (normalized) is 0.0847. (2) The peptide sequence is IIMFDAEKL. The MHC is HLA-A11:01 with pseudo-sequence HLA-A11:01. The binding affinity (normalized) is 0.0847. (3) The peptide sequence is FYLPNIVDY. The MHC is HLA-B15:09 with pseudo-sequence HLA-B15:09. The binding affinity (normalized) is 0.0847. (4) The peptide sequence is GAAITLVVI. The MHC is HLA-A02:03 with pseudo-sequence HLA-A02:03. The binding affinity (normalized) is 0.252.